From a dataset of Forward reaction prediction with 1.9M reactions from USPTO patents (1976-2016). Predict the product of the given reaction. (1) Given the reactants C([O:4][CH2:5][C@H:6]1[CH2:11][C@@H:10]([O:12]C(=O)C)[CH2:9][CH2:8][C@@:7]1([C@H:17]1[CH2:25][CH2:24][C@@:23]2([CH3:26])[C@@H:19]([CH2:20][CH2:21][C@@:22]2([OH:32])[C:27]2[S:28][CH:29]=[CH:30][CH:31]=2)[C@@H:18]1[CH2:33][NH2:34])[CH3:16])(=O)C.C(=O)([O-])[O-].[K+].[K+], predict the reaction product. The product is: [NH2:34][CH2:33][C@@H:18]1[C@@H:17]([C@@:7]2([CH3:16])[CH2:8][CH2:9][C@H:10]([OH:12])[CH2:11][C@@H:6]2[CH2:5][OH:4])[CH2:25][CH2:24][C@@:23]2([CH3:26])[C@H:19]1[CH2:20][CH2:21][C@:22]2([C:27]1[S:28][CH:29]=[CH:30][CH:31]=1)[OH:32]. (2) Given the reactants [NH4+]=[S:2].[C:3]([CH:5]([NH:17][C:18]1[CH:25]=[CH:24][C:21]([C:22]#[N:23])=[CH:20][CH:19]=1)[C:6]1[CH:11]=[C:10]([O:12][CH3:13])[CH:9]=[C:8]([O:14][CH3:15])[C:7]=1[F:16])#[N:4].C1COCC1.C(OCC)(=O)C, predict the reaction product. The product is: [C:22]([C:21]1[CH:20]=[CH:19][C:18]([NH:17][CH:5]([C:6]2[CH:11]=[C:10]([O:12][CH3:13])[CH:9]=[C:8]([O:14][CH3:15])[C:7]=2[F:16])[C:3]([NH2:4])=[S:2])=[CH:25][CH:24]=1)#[N:23]. (3) Given the reactants [CH3:1][S:2]([C:5]1[CH:12]=[CH:11][C:8]([CH2:9]Cl)=[CH:7][CH:6]=1)(=[O:4])=[O:3].[CH3:13][N:14](P(N(C)C)(N(C)C)=O)C.[C-]#N.[K+], predict the reaction product. The product is: [CH3:1][S:2]([C:5]1[CH:12]=[CH:11][C:8]([CH2:9][C:13]#[N:14])=[CH:7][CH:6]=1)(=[O:4])=[O:3]. (4) The product is: [Cl:35][C:29]1[CH:30]=[CH:31][C:32]([Cl:34])=[CH:33][C:28]=1[O:27][C:26]1[C:21]([C:19]([N:17]([C:10]2[CH:11]=[C:12]([F:16])[C:13]([F:15])=[CH:14][C:9]=2[NH:7][CH3:6])[CH3:18])=[O:20])=[CH:22][N:23]=[CH:24][CH:25]=1. Given the reactants C(O[C:6](=O)[N:7]([C:9]1[CH:14]=[C:13]([F:15])[C:12]([F:16])=[CH:11][C:10]=1[N:17]([C:19]([C:21]1[CH:22]=[N:23][CH:24]=[CH:25][C:26]=1[O:27][C:28]1[CH:33]=[C:32]([Cl:34])[CH:31]=[CH:30][C:29]=1[Cl:35])=[O:20])[CH3:18])C)(C)(C)C.[OH-].[Na+].C(#N)C, predict the reaction product. (5) Given the reactants [O:1]([C:8]1[CH:16]=[CH:15][CH:14]=[C:13]2[C:9]=1[CH:10]([OH:27])[N:11]([C:18]([CH3:26])([C:20]1[CH:25]=[CH:24][CH:23]=[CH:22][CH:21]=1)[CH3:19])[C:12]2=[O:17])[C:2]1[CH:7]=[CH:6][CH:5]=[CH:4][CH:3]=1.CN(CCN(C)C)C.C([Li])(CC)C.CCCCCC.[I:47]I, predict the reaction product. The product is: [O:1]([C:8]1[CH:16]=[CH:15][C:14]([I:47])=[C:13]2[C:9]=1[CH:10]([OH:27])[N:11]([C:18]([CH3:19])([C:20]1[CH:21]=[CH:22][CH:23]=[CH:24][CH:25]=1)[CH3:26])[C:12]2=[O:17])[C:2]1[CH:3]=[CH:4][CH:5]=[CH:6][CH:7]=1. (6) Given the reactants [F:1][C:2]([F:20])([F:19])[C:3]1[CH:8]=[CH:7][C:6]([CH:9]2[C:18]3[C:13](=[CH:14][CH:15]=[CH:16][CH:17]=3)[CH2:12][CH2:11][NH:10]2)=[CH:5][CH:4]=1.CCN(C(C)C)C(C)C.[N:30]([CH:33]1[CH2:38][CH2:37][CH2:36][CH2:35][CH2:34]1)=[C:31]=[O:32], predict the reaction product. The product is: [CH:33]1([NH:30][C:31]([N:10]2[CH2:11][CH2:12][C:13]3[C:18](=[CH:17][CH:16]=[CH:15][CH:14]=3)[CH:9]2[C:6]2[CH:5]=[CH:4][C:3]([C:2]([F:1])([F:19])[F:20])=[CH:8][CH:7]=2)=[O:32])[CH2:38][CH2:37][CH2:36][CH2:35][CH2:34]1. (7) Given the reactants [F:1][C:2]1[CH:3]=[C:4]([C:9]2([OH:14])[CH2:13][CH2:12][NH:11][CH2:10]2)[CH:5]=[C:6]([F:8])[CH:7]=1.[C:15](=[O:18])([O-])[O-].[K+].[K+].C(=O)([O-])[O-].[Na+].[Na+].[C:27](#N)[CH3:28], predict the reaction product. The product is: [F:1][C:2]1[CH:3]=[C:4]([C:9]2([OH:14])[CH2:13][CH2:12][N:11]([CH2:27][CH2:28][O:18][CH3:15])[CH2:10]2)[CH:5]=[C:6]([F:8])[CH:7]=1. (8) Given the reactants C(O[C:9]1[CH:20]=[CH:19][C:12]([C:13]([N:15]([O:17][CH3:18])[CH3:16])=[O:14])=[CH:11][CH:10]=1)C1C=CC=CC=1.[CH:21]([Si:24]([CH:39]([CH3:41])[CH3:40])([CH:36]([CH3:38])[CH3:37])[O:25][CH2:26]C1C=CC(C(O)=O)=CC=1)([CH3:23])[CH3:22], predict the reaction product. The product is: [CH3:18][O:17][N:15]([CH3:16])[C:13](=[O:14])[C:12]1[CH:11]=[CH:10][C:9]([CH2:26][O:25][Si:24]([CH:21]([CH3:23])[CH3:22])([CH:39]([CH3:41])[CH3:40])[CH:36]([CH3:38])[CH3:37])=[CH:20][CH:19]=1. (9) Given the reactants [Br:1][C:2]1[CH:16]=[CH:15][C:5]2[N:6]=[C:7]([NH:9][C:10]([NH:12][CH2:13][CH3:14])=[O:11])[S:8][C:4]=2[CH:3]=1.CN.C=O.[CH3:21][N:22]1[CH2:27]COC[CH2:23]1, predict the reaction product. The product is: [Br:1][C:2]1[CH:16]=[CH:15][C:5]2[N:6]=[C:7]([N:9]3[CH2:23][N:22]([CH3:27])[CH2:21][N:12]([CH2:13][CH3:14])[C:10]3=[O:11])[S:8][C:4]=2[CH:3]=1.